This data is from Reaction yield outcomes from USPTO patents with 853,638 reactions. The task is: Predict the reaction yield, written as a fraction of the theoretical maximum amount of product (1.0 means a 100% yield; for example, 0.34 means a 34% yield). (1) The reactants are [CH3:1][C:2]1[NH:3][C:4]2[C:9]([C:10]=1[C:11]([O:13][CH2:14][CH3:15])=[O:12])=[CH:8]C=CC=2.[CH3:16][Al](C)C. The catalyst is O1CCOCC1. The product is [CH3:8][C:9]1[CH:4]=[N:3][CH:16]=[C:2]([CH3:1])[C:10]=1[C:11]([O:13][CH2:14][CH3:15])=[O:12]. The yield is 0.780. (2) The reactants are [Cl:1][C:2]1[N:3]([C@@H:17]2[O:23][C@H:22]([CH2:24][O:25]C(=O)C)[C@@H:20]([OH:21])[C@H:18]2[OH:19])[C:4]2[C:9]([C:10]=1[C:11](=[O:14])[CH2:12][CH3:13])=[CH:8][C:7]([Cl:15])=[C:6]([Cl:16])[CH:5]=2.C[O-].[Na+]. The catalyst is CO.CO.C(Cl)(Cl)Cl. The product is [Cl:1][C:2]1[N:3]([C@@H:17]2[O:23][C@H:22]([CH2:24][OH:25])[C@@H:20]([OH:21])[C@H:18]2[OH:19])[C:4]2[C:9]([C:10]=1[C:11](=[O:14])[CH2:12][CH3:13])=[CH:8][C:7]([Cl:15])=[C:6]([Cl:16])[CH:5]=2. The yield is 0.810. (3) The reactants are [Cl:1][C:2]1[NH:3][C:4]2[C:9]([C:10]=1[CH:11]=[O:12])=[CH:8][CH:7]=[CH:6][CH:5]=2.[CH2:13]([O:15][C:16]1[CH:21]=[CH:20][C:19](B(O)O)=[CH:18][CH:17]=1)[CH3:14]. No catalyst specified. The product is [Cl:1][C:2]1[N:3]([C:19]2[CH:20]=[CH:21][C:16]([O:15][CH2:13][CH3:14])=[CH:17][CH:18]=2)[C:4]2[C:9]([C:10]=1[CH:11]=[O:12])=[CH:8][CH:7]=[CH:6][CH:5]=2. The yield is 0.370. (4) The reactants are C(OC([N:11]1[CH2:16][CH2:15][CH:14]([C:17]([N:19]([CH2:26][CH2:27][CH2:28][N:29]2[CH2:34][CH2:33][CH:32]([CH2:35][C:36]3[CH:41]=[CH:40][CH:39]=[CH:38][CH:37]=3)[CH2:31][CH2:30]2)[C:20]2[CH:25]=[CH:24][CH:23]=[CH:22][CH:21]=2)=[O:18])[CH2:13][CH2:12]1)=O)C1C=CC=CC=1. The catalyst is CO.[C].[Pd]. The product is [CH2:35]([CH:32]1[CH2:33][CH2:34][N:29]([CH2:28][CH2:27][CH2:26][N:19]([C:20]2[CH:21]=[CH:22][CH:23]=[CH:24][CH:25]=2)[C:17]([CH:14]2[CH2:15][CH2:16][NH:11][CH2:12][CH2:13]2)=[O:18])[CH2:30][CH2:31]1)[C:36]1[CH:41]=[CH:40][CH:39]=[CH:38][CH:37]=1. The yield is 0.970. (5) The reactants are Cl.O1CCOCC1.C(OC([NH:15][CH2:16][C@H:17]([C:21]1[CH:26]=[CH:25][C:24]([Cl:27])=[CH:23][CH:22]=1)[C:18]([OH:20])=[O:19])=O)(C)(C)C.O1CCOCC1. The catalyst is C(Cl)Cl. The product is [ClH:27].[NH2:15][CH2:16][C@H:17]([C:21]1[CH:22]=[CH:23][C:24]([Cl:27])=[CH:25][CH:26]=1)[C:18]([OH:20])=[O:19]. The yield is 0.768. (6) The reactants are [O:1]1[C:6]2[CH:7]=[CH:8][CH:9]=[CH:10][C:5]=2[NH:4][C:3](=[O:11])[CH2:2]1.Br[CH2:13][C@H:14]([CH3:24])[CH2:15][O:16][Si:17]([C:20]([CH3:23])([CH3:22])[CH3:21])([CH3:19])[CH3:18].C([O-])([O-])=O.[Cs+].[Cs+]. The catalyst is CN(C=O)C. The yield is 0.780. The product is [Si:17]([O:16][CH2:15][C@@H:14]([CH3:24])[CH2:13][N:4]1[C:5]2[CH:10]=[CH:9][CH:8]=[CH:7][C:6]=2[O:1][CH2:2][C:3]1=[O:11])([C:20]([CH3:21])([CH3:22])[CH3:23])([CH3:18])[CH3:19]. (7) The reactants are [CH3:1][O:2][C:3]1[CH:10]=[CH:9][C:6]([CH2:7][OH:8])=[CH:5][CH:4]=1.[H-].[Na+].Cl[C:14]1[CH:22]=[CH:21][C:17]([C:18]([OH:20])=[O:19])=[CH:16][N:15]=1.Cl. The catalyst is CN(C=O)C.O. The product is [CH3:1][O:2][C:3]1[CH:10]=[CH:9][C:6]([CH2:7][O:8][C:14]2[CH:22]=[CH:21][C:17]([C:18]([OH:20])=[O:19])=[CH:16][N:15]=2)=[CH:5][CH:4]=1. The yield is 0.990.